From a dataset of Forward reaction prediction with 1.9M reactions from USPTO patents (1976-2016). Predict the product of the given reaction. (1) Given the reactants Br[C:2]1[CH:3]=[CH:4][C:5]2[N:6]([C:8]([C:11]3[CH:12]=[C:13]([NH:18][S:19]([N:22]([CH3:24])[CH3:23])(=[O:21])=[O:20])[C:14]([Cl:17])=[N:15][CH:16]=3)=[CH:9][N:10]=2)[CH:7]=1.CC1(C)C(C)(C)OB([C:33]2[CH:38]=[CH:37][N:36]=[C:35]([C:39]([F:42])([F:41])[F:40])[CH:34]=2)O1.C(=O)([O-])[O-].[Na+].[Na+], predict the reaction product. The product is: [Cl:17][C:14]1[C:13]([NH:18][S:19]([N:22]([CH3:24])[CH3:23])(=[O:21])=[O:20])=[CH:12][C:11]([C:8]2[N:6]3[CH:7]=[C:2]([C:33]4[CH:38]=[CH:37][N:36]=[C:35]([C:39]([F:42])([F:41])[F:40])[CH:34]=4)[CH:3]=[CH:4][C:5]3=[N:10][CH:9]=2)=[CH:16][N:15]=1. (2) Given the reactants [CH3:1][C:2]1[O:3][C:4]2[CH:26]=[CH:25][CH:24]=[CH:23][C:5]=2[C:6]=1[C:7](=[O:22])[C:8]1[CH:13]=[C:12]([CH:14]([CH3:16])[CH3:15])[C:11]([O:17]C)=[C:10]([CH:19]([CH3:21])[CH3:20])[CH:9]=1.B(Br)(Br)Br.Cl, predict the reaction product. The product is: [CH3:1][C:2]1[O:3][C:4]2[CH:26]=[CH:25][CH:24]=[CH:23][C:5]=2[C:6]=1[C:7](=[O:22])[C:8]1[CH:13]=[C:12]([CH:14]([CH3:15])[CH3:16])[C:11]([OH:17])=[C:10]([CH:19]([CH3:21])[CH3:20])[CH:9]=1. (3) Given the reactants CS(C)=O.[OH-].[K+].[C:7]1([C:13]2[NH:17][CH:16]=[N:15][CH:14]=2)[CH:12]=[CH:11][CH:10]=[CH:9][CH:8]=1.[CH3:18]I, predict the reaction product. The product is: [CH3:18][N:15]1[CH:14]=[C:13]([C:7]2[CH:8]=[CH:9][CH:10]=[CH:11][CH:12]=2)[N:17]=[CH:16]1. (4) Given the reactants [NH2:1][CH2:2][CH2:3][O:4][CH2:5][CH2:6][N:7]1[C:19]2[C:18]3[CH:17]=[CH:16][CH:15]=[CH:14][C:13]=3[N:12]=[C:11]([NH2:20])[C:10]=2[N:9]=[C:8]1[CH3:21].[CH:22]([S:25](Cl)(=[O:27])=[O:26])([CH3:24])[CH3:23], predict the reaction product. The product is: [NH2:20][C:11]1[C:10]2[N:9]=[C:8]([CH3:21])[N:7]([CH2:6][CH2:5][O:4][CH2:3][CH2:2][NH:1][S:25]([CH:22]([CH3:24])[CH3:23])(=[O:27])=[O:26])[C:19]=2[C:18]2[CH:17]=[CH:16][CH:15]=[CH:14][C:13]=2[N:12]=1. (5) Given the reactants [F:1][C:2]1[CH:7]=[C:6]([F:8])[CH:5]=[CH:4][C:3]=1[NH:9][C:10](=[O:34])[N:11]([CH2:19][CH2:20][C:21]1[CH:22]=[C:23]([S:27][C:28]([CH3:33])([CH3:32])[C:29]([OH:31])=[O:30])[CH:24]=[CH:25][CH:26]=1)[CH2:12][CH2:13][CH2:14][CH2:15][CH2:16][CH2:17][CH3:18].ClC1C=CC=C(C(OO)=[O:43])C=1, predict the reaction product. The product is: [F:1][C:2]1[CH:7]=[C:6]([F:8])[CH:5]=[CH:4][C:3]=1[NH:9][C:10](=[O:34])[N:11]([CH2:19][CH2:20][C:21]1[CH:22]=[C:23]([S:27]([C:28]([CH3:33])([CH3:32])[C:29]([OH:31])=[O:30])=[O:43])[CH:24]=[CH:25][CH:26]=1)[CH2:12][CH2:13][CH2:14][CH2:15][CH2:16][CH2:17][CH3:18]. (6) Given the reactants [NH2:1][C:2]([NH:4][C:5]1[CH:9]=[C:8](Br)[S:7][C:6]=1[C:11]([NH:13][C@H:14]1[CH2:19][CH2:18][CH2:17][N:16](C(OC(C)(C)C)=O)[CH2:15]1)=[O:12])=[O:3].[S:27]1[C:31]2[CH:32]=[CH:33][CH:34]=[CH:35][C:30]=2[CH:29]=[C:28]1B(O)O.C([O-])([O-])=O.[Cs+].[Cs+].Cl, predict the reaction product. The product is: [NH:16]1[CH2:17][CH2:18][CH2:19][C@H:14]([NH:13][C:11]([C:6]2[S:7][C:8]([C:28]3[S:27][C:31]4[CH:32]=[CH:33][CH:34]=[CH:35][C:30]=4[CH:29]=3)=[CH:9][C:5]=2[NH:4][C:2]([NH2:1])=[O:3])=[O:12])[CH2:15]1. (7) Given the reactants Cl.Cl.[F:3][C:4]1[CH:9]=[CH:8][C:7]([CH:10]([NH2:13])[CH2:11][NH2:12])=[CH:6][CH:5]=1.[OH-:14].[Na+].[O:16]1[CH2:22][C:21](=O)[CH2:20][O:19][CH2:18][CH2:17]1.[CH:24](Cl)(Cl)Cl.Cl, predict the reaction product. The product is: [F:3][C:4]1[CH:5]=[CH:6][C:7]([CH:10]2[NH:13][C:24](=[O:14])[C:21]3([CH2:22][O:16][CH2:17][CH2:18][O:19][CH2:20]3)[NH:12][CH2:11]2)=[CH:8][CH:9]=1.